This data is from Full USPTO retrosynthesis dataset with 1.9M reactions from patents (1976-2016). The task is: Predict the reactants needed to synthesize the given product. Given the product [F:1][C:2]1[CH:28]=[C:27]([F:29])[CH:26]=[CH:25][C:3]=1[CH2:4][N:5]1[CH2:10][CH2:9][N:8]([C:11]2[N:12]=[C:13]3[CH2:24][CH2:23][N:22]([C:39](=[O:42])[CH2:40][CH3:41])[CH2:21][C:14]3=[N:15][C:16]=2[NH:17][CH:18]([CH3:20])[CH3:19])[CH2:7][CH2:6]1, predict the reactants needed to synthesize it. The reactants are: [F:1][C:2]1[CH:28]=[C:27]([F:29])[CH:26]=[CH:25][C:3]=1[CH2:4][N:5]1[CH2:10][CH2:9][N:8]([C:11]2[N:12]=[C:13]3[CH2:24][CH2:23][NH:22][CH2:21][C:14]3=[N:15][C:16]=2[NH:17][CH:18]([CH3:20])[CH3:19])[CH2:7][CH2:6]1.CCN(C(C)C)C(C)C.[C:39](O[C:39](=[O:42])[CH2:40][CH3:41])(=[O:42])[CH2:40][CH3:41].